From a dataset of Forward reaction prediction with 1.9M reactions from USPTO patents (1976-2016). Predict the product of the given reaction. (1) Given the reactants Cl[C:2]1[N:7]=[C:6]([NH:8][C:9]([C:11]2([C:14]3[CH:22]=[CH:21][C:17]4[CH2:18][CH2:19][O:20][C:16]=4[CH:15]=3)[CH2:13][CH2:12]2)=[O:10])[CH:5]=[C:4]([CH3:23])[CH:3]=1.[CH3:24][O:25][C:26]1[CH:31]=[CH:30][C:29](B(O)O)=[CH:28][N:27]=1, predict the reaction product. The product is: [O:20]1[C:16]2[CH:15]=[C:14]([C:11]3([C:9]([NH:8][C:6]4[N:7]=[C:2]([C:29]5[CH:28]=[N:27][C:26]([O:25][CH3:24])=[CH:31][CH:30]=5)[CH:3]=[C:4]([CH3:23])[CH:5]=4)=[O:10])[CH2:13][CH2:12]3)[CH:22]=[CH:21][C:17]=2[CH2:18][CH2:19]1. (2) Given the reactants [CH:1]1([CH:4]([C:10]2[CH:15]=[CH:14][CH:13]=[C:12]([O:16][CH2:17][C:18]3[C:19]([O:38][CH3:39])=[N:20][C:21]([C:29]4[CH:34]=[C:33]([O:35][CH3:36])[CH:32]=[CH:31][C:30]=4[F:37])=[C:22]([O:24][CH2:25][CH:26]([CH3:28])[CH3:27])[CH:23]=3)[CH:11]=2)[CH2:5][C:6]([O:8]C)=[O:7])[CH2:3][CH2:2]1.[OH-].[Na+].Cl, predict the reaction product. The product is: [CH:1]1([CH:4]([C:10]2[CH:15]=[CH:14][CH:13]=[C:12]([O:16][CH2:17][C:18]3[C:19]([O:38][CH3:39])=[N:20][C:21]([C:29]4[CH:34]=[C:33]([O:35][CH3:36])[CH:32]=[CH:31][C:30]=4[F:37])=[C:22]([O:24][CH2:25][CH:26]([CH3:27])[CH3:28])[CH:23]=3)[CH:11]=2)[CH2:5][C:6]([OH:8])=[O:7])[CH2:3][CH2:2]1. (3) Given the reactants C[Si](I)(C)C.C[O:7][CH2:8][C@H:9]([CH3:38])[O:10][C:11]1[CH:12]=[C:13]([CH:23]=[C:24]([O:26][C:27]2[CH:32]=[CH:31][C:30]([C:33]3[CH:37]=[CH:36][NH:35][N:34]=3)=[CH:29][CH:28]=2)[CH:25]=1)[C:14]([NH:16][C:17]1[CH:21]=[CH:20][N:19]([CH3:22])[N:18]=1)=[O:15], predict the reaction product. The product is: [OH:7][CH2:8][C@H:9]([CH3:38])[O:10][C:11]1[CH:12]=[C:13]([CH:23]=[C:24]([O:26][C:27]2[CH:32]=[CH:31][C:30]([C:33]3[CH:37]=[CH:36][NH:35][N:34]=3)=[CH:29][CH:28]=2)[CH:25]=1)[C:14]([NH:16][C:17]1[CH:21]=[CH:20][N:19]([CH3:22])[N:18]=1)=[O:15]. (4) The product is: [ClH:1].[Cl:1][C:2]1[CH:3]=[C:4]2[C:9](=[C:10]([Cl:12])[CH:11]=1)[CH2:8][N:7]([CH3:13])[CH2:6][CH:5]2[C:14]1[CH:19]=[CH:18][C:17]([NH2:20])=[CH:16][CH:15]=1. Given the reactants [Cl:1][C:2]1[CH:3]=[C:4]2[C:9](=[C:10]([Cl:12])[CH:11]=1)[CH2:8][N:7]([CH3:13])[CH2:6][CH:5]2[C:14]1[CH:19]=[CH:18][C:17]([NH2:20])=[CH:16][CH:15]=1, predict the reaction product. (5) Given the reactants CN(C)C=O.[N:6]1[C:10]2[CH:11]=[CH:12][CH:13]=[CH:14][C:9]=2[NH:8][C:7]=1[S:15][CH2:16][CH2:17][CH2:18][C:19]([O:21][CH2:22][CH3:23])=[O:20].Cl[CH2:25][C:26]1[C:35]2[C:30](=[CH:31][CH:32]=[CH:33][CH:34]=2)[CH:29]=[CH:28][CH:27]=1.C(=O)([O-])[O-].[K+].[K+], predict the reaction product. The product is: [C:26]1([CH2:25][N:6]2[C:10]3[CH:11]=[CH:12][CH:13]=[CH:14][C:9]=3[N:8]=[C:7]2[S:15][CH2:16][CH2:17][CH2:18][C:19]([O:21][CH2:22][CH3:23])=[O:20])[C:35]2[C:30](=[CH:31][CH:32]=[CH:33][CH:34]=2)[CH:29]=[CH:28][CH:27]=1.